Dataset: Full USPTO retrosynthesis dataset with 1.9M reactions from patents (1976-2016). Task: Predict the reactants needed to synthesize the given product. (1) Given the product [N:48]1([CH2:3][CH2:13][N:14]2[CH2:19][CH2:18][CH:17]([NH:20][C:21]([C:23]3[NH:24][C:25]4[C:30]([CH:31]=3)=[C:29]([O:32][CH2:33][C:34]3[C:38]5[CH:39]=[CH:40][CH:41]=[C:42]([O:43][CH3:44])[C:37]=5[O:36][CH:35]=3)[CH:28]=[CH:27][CH:26]=4)=[O:22])[CH2:16][CH2:15]2)[CH2:53][CH2:52][CH2:51][CH2:50][CH2:49]1, predict the reactants needed to synthesize it. The reactants are: Cl.Cl.[C@H:3]1([CH2:13][N:14]2[CH2:19][CH2:18][CH:17]([NH:20][C:21]([C:23]3[NH:24][C:25]4[C:30]([CH:31]=3)=[C:29]([O:32][CH2:33][C:34]3[C:38]5[CH:39]=[CH:40][CH:41]=[C:42]([O:43][CH3:44])[C:37]=5[O:36][CH:35]=3)[CH:28]=[CH:27][CH:26]=4)=[O:22])[CH2:16][CH2:15]2)[C@@H]2N(CCCC2)CCC1.Cl.Cl.Cl.[N:48]1(CC[N:48]2[CH2:53][CH2:52][CH:51](N)[CH2:50][CH2:49]2)[CH2:53][CH2:52][CH2:51][CH2:50][CH2:49]1. (2) Given the product [C:24]([C:2]1[CH:3]=[C:4]([C:8]2([C:21](=[S:23])[NH2:22])[CH2:9][C@@H:10]3[N:15]([CH2:16][C:17]([F:20])([F:18])[F:19])[C@@H:13]([CH2:12][CH2:11]3)[CH2:14]2)[CH:5]=[N:6][CH:7]=1)#[N:25], predict the reactants needed to synthesize it. The reactants are: Br[C:2]1[CH:3]=[C:4]([C:8]2([C:21](=[S:23])[NH2:22])[CH2:14][C@@H:13]3[N:15]([CH2:16][C:17]([F:20])([F:19])[F:18])[C@@H:10]([CH2:11][CH2:12]3)[CH2:9]2)[CH:5]=[N:6][CH:7]=1.[CH3:24][N:25](C)C(=O)C. (3) Given the product [CH2:1]([N:3]([S:10]([C:13]1[CH:18]=[CH:17][C:16]([F:19])=[CH:15][CH:14]=1)(=[O:12])=[O:11])[C:4]1([C:7]([NH:46][CH2:45][C:43]2[CH:42]=[CH:41][N:40]=[C:39]([C:36]3[CH:37]=[CH:38][C:33]([C:32]([F:48])([F:31])[F:47])=[CH:34][CH:35]=3)[CH:44]=2)=[O:9])[CH2:5][CH2:6]1)[CH3:2], predict the reactants needed to synthesize it. The reactants are: [CH2:1]([N:3]([S:10]([C:13]1[CH:18]=[CH:17][C:16]([F:19])=[CH:15][CH:14]=1)(=[O:12])=[O:11])[C:4]1([C:7]([OH:9])=O)[CH2:6][CH2:5]1)[CH3:2].CCOC(OC(OCC)=O)=O.[F:31][C:32]([F:48])([F:47])[C:33]1[CH:38]=[CH:37][C:36]([C:39]2[CH:44]=[C:43]([CH2:45][NH2:46])[CH:42]=[CH:41][N:40]=2)=[CH:35][CH:34]=1.